This data is from NCI-60 drug combinations with 297,098 pairs across 59 cell lines. The task is: Regression. Given two drug SMILES strings and cell line genomic features, predict the synergy score measuring deviation from expected non-interaction effect. (1) Drug 1: C1=NC2=C(N=C(N=C2N1C3C(C(C(O3)CO)O)F)Cl)N. Drug 2: C1CC(=O)NC(=O)C1N2C(=O)C3=CC=CC=C3C2=O. Cell line: MCF7. Synergy scores: CSS=0.181, Synergy_ZIP=-0.109, Synergy_Bliss=0.840, Synergy_Loewe=-0.920, Synergy_HSA=-0.244. (2) Drug 1: C1=CN(C(=O)N=C1N)C2C(C(C(O2)CO)O)O.Cl. Drug 2: CC1=C2C(C(=O)C3(C(CC4C(C3C(C(C2(C)C)(CC1OC(=O)C(C(C5=CC=CC=C5)NC(=O)C6=CC=CC=C6)O)O)OC(=O)C7=CC=CC=C7)(CO4)OC(=O)C)O)C)OC(=O)C. Cell line: UACC62. Synergy scores: CSS=35.3, Synergy_ZIP=0.654, Synergy_Bliss=3.46, Synergy_Loewe=3.96, Synergy_HSA=5.89.